Dataset: NCI-60 drug combinations with 297,098 pairs across 59 cell lines. Task: Regression. Given two drug SMILES strings and cell line genomic features, predict the synergy score measuring deviation from expected non-interaction effect. (1) Drug 1: C1CCC(C1)C(CC#N)N2C=C(C=N2)C3=C4C=CNC4=NC=N3. Drug 2: C1C(C(OC1N2C=NC(=NC2=O)N)CO)O. Cell line: SNB-19. Synergy scores: CSS=17.2, Synergy_ZIP=-2.86, Synergy_Bliss=0.266, Synergy_Loewe=-26.2, Synergy_HSA=-2.28. (2) Drug 1: CN(C)N=NC1=C(NC=N1)C(=O)N. Drug 2: CC(C)NC(=O)C1=CC=C(C=C1)CNNC.Cl. Cell line: SF-539. Synergy scores: CSS=3.14, Synergy_ZIP=-1.48, Synergy_Bliss=-0.643, Synergy_Loewe=-3.22, Synergy_HSA=-0.958. (3) Drug 1: CCC1=C2CN3C(=CC4=C(C3=O)COC(=O)C4(CC)O)C2=NC5=C1C=C(C=C5)O. Drug 2: C1=CN(C=N1)CC(O)(P(=O)(O)O)P(=O)(O)O. Cell line: NCI-H522. Synergy scores: CSS=20.1, Synergy_ZIP=-6.04, Synergy_Bliss=1.20, Synergy_Loewe=-18.4, Synergy_HSA=1.86. (4) Drug 1: CCN(CC)CCCC(C)NC1=C2C=C(C=CC2=NC3=C1C=CC(=C3)Cl)OC. Drug 2: C1CNP(=O)(OC1)N(CCCl)CCCl. Cell line: A549. Synergy scores: CSS=-1.46, Synergy_ZIP=0.799, Synergy_Bliss=-2.68, Synergy_Loewe=0.140, Synergy_HSA=-5.09. (5) Drug 1: CC1=C2C(C(=O)C3(C(CC4C(C3C(C(C2(C)C)(CC1OC(=O)C(C(C5=CC=CC=C5)NC(=O)C6=CC=CC=C6)O)O)OC(=O)C7=CC=CC=C7)(CO4)OC(=O)C)O)C)OC(=O)C. Drug 2: COC1=C2C(=CC3=C1OC=C3)C=CC(=O)O2. Cell line: OVCAR-4. Synergy scores: CSS=10.2, Synergy_ZIP=-12.5, Synergy_Bliss=-8.98, Synergy_Loewe=-29.7, Synergy_HSA=-9.92.